Dataset: Reaction yield outcomes from USPTO patents with 853,638 reactions. Task: Predict the reaction yield, written as a fraction of the theoretical maximum amount of product (1.0 means a 100% yield; for example, 0.34 means a 34% yield). (1) The reactants are [I:1][C:2]1[CH:3]=[CH:4][C:5]([NH:12][S:13]([CH3:16])(=[O:15])=[O:14])=[C:6]([CH:11]=1)[C:7]([O:9][CH3:10])=[O:8].[C:17]([O-])([O-])=O.[K+].[K+].IC. The catalyst is CN(C=O)C. The product is [I:1][C:2]1[CH:3]=[CH:4][C:5]([N:12]([CH3:17])[S:13]([CH3:16])(=[O:15])=[O:14])=[C:6]([CH:11]=1)[C:7]([O:9][CH3:10])=[O:8]. The yield is 0.920. (2) The reactants are O[CH:2]1[CH2:6][O:5][CH2:4][CH:3]1[C:7]([O:9][C:10]([CH3:13])([CH3:12])[CH3:11])=[O:8].C1C=CC(P(C2C=CC=CC=2)C2C=CC=CC=2)=CC=1.CC(OC(/N=N/C(OC(C)C)=O)=O)C. The catalyst is C1COCC1. The product is [O:5]1[CH2:6][CH:2]=[C:3]([C:7]([O:9][C:10]([CH3:13])([CH3:12])[CH3:11])=[O:8])[CH2:4]1. The yield is 0.513. (3) The reactants are Cl.[C@H:2]12[CH2:8][C@H:5]([NH:6][CH2:7]1)[CH2:4][N:3]2[C:9](=[O:11])[CH3:10].C([O-])([O-])=O.[K+].[K+].Cl[CH2:19][C:20]1[C:24]2[CH:25]=[CH:26][C:27]([O:29]C(=O)C)=[CH:28][C:23]=2[O:22][CH:21]=1. The catalyst is CC#N. The product is [OH:29][C:27]1[CH:26]=[CH:25][C:24]2[C:20]([CH2:19][N:6]3[CH2:7][C@@H:2]4[CH2:8][C@H:5]3[CH2:4][N:3]4[C:9](=[O:11])[CH3:10])=[CH:21][O:22][C:23]=2[CH:28]=1. The yield is 0.940. (4) The reactants are [CH3:1][O:2][C:3](=[O:32])[NH:4][CH:5]([C:9]([N:11]1[CH2:15][CH2:14][CH2:13][CH:12]1[C:16](=[O:31])[NH:17][C:18]1[CH:19]=[C:20]([C:24]2[CH:29]=[CH:28][C:27](Cl)=[CH:26][CH:25]=2)[CH:21]=[CH:22][CH:23]=1)=[O:10])[CH:6]([CH3:8])[CH3:7].[B:33]1([B:33]2[O:37][C:36]([CH3:39])([CH3:38])[C:35]([CH3:41])([CH3:40])[O:34]2)[O:37][C:36]([CH3:39])([CH3:38])[C:35]([CH3:41])([CH3:40])[O:34]1.C1(P(C2CCCCC2)C2CCCCC2)CCCCC1.C([O-])(=O)C.[K+]. The catalyst is O1CCOCC1.C1C=CC(/C=C/C(/C=C/C2C=CC=CC=2)=O)=CC=1.C1C=CC(/C=C/C(/C=C/C2C=CC=CC=2)=O)=CC=1.C1C=CC(/C=C/C(/C=C/C2C=CC=CC=2)=O)=CC=1.[Pd].[Pd]. The product is [CH3:1][O:2][C:3](=[O:32])[NH:4][CH:5]([C:9]([N:11]1[CH2:15][CH2:14][CH2:13][CH:12]1[C:16](=[O:31])[NH:17][C:18]1[CH:19]=[C:20]([C:24]2[CH:29]=[CH:28][C:27]([B:33]3[O:37][C:36]([CH3:39])([CH3:38])[C:35]([CH3:41])([CH3:40])[O:34]3)=[CH:26][CH:25]=2)[CH:21]=[CH:22][CH:23]=1)=[O:10])[CH:6]([CH3:8])[CH3:7]. The yield is 1.00. (5) The reactants are Br[C:2]1[CH:3]=[C:4]2[C:9](=[CH:10][CH:11]=1)[O:8][CH2:7][CH2:6][CH2:5]2.[CH3:12][C:13]1([CH3:29])[C:17]([CH3:19])([CH3:18])[O:16][B:15]([B:15]2[O:16][C:17]([CH3:19])([CH3:18])[C:13]([CH3:29])([CH3:12])[O:14]2)[O:14]1.CC([O-])=O.[K+].C(OCC)(=O)C. The yield is 0.590. The catalyst is CN(C)C=O.O.C1C=CC(P(C2C=CC=CC=2)[C-]2C=CC=C2)=CC=1.C1C=CC(P(C2C=CC=CC=2)[C-]2C=CC=C2)=CC=1.Cl[Pd]Cl.[Fe+2]. The product is [O:8]1[C:9]2[C:4](=[CH:3][C:2]([B:15]3[O:16][C:17]([CH3:19])([CH3:18])[C:13]([CH3:29])([CH3:12])[O:14]3)=[CH:11][CH:10]=2)[CH2:5][CH2:6][CH2:7]1.